This data is from Full USPTO retrosynthesis dataset with 1.9M reactions from patents (1976-2016). The task is: Predict the reactants needed to synthesize the given product. (1) The reactants are: [C:1](Cl)(=[O:3])[CH3:2].[NH2:5][C:6]1[CH:7]=[CH:8][C:9]([O:16][CH:17]([F:19])[F:18])=[C:10]([CH:15]=1)[C:11]([O:13][CH3:14])=[O:12]. Given the product [C:1]([NH:5][C:6]1[CH:7]=[CH:8][C:9]([O:16][CH:17]([F:18])[F:19])=[C:10]([CH:15]=1)[C:11]([O:13][CH3:14])=[O:12])(=[O:3])[CH3:2], predict the reactants needed to synthesize it. (2) The reactants are: CN(C(ON1N=NC2C=CC=NC1=2)=[N+](C)C)C.F[P-](F)(F)(F)(F)F.Cl.[N:26]([CH2:29][C:30]([C:32]1[CH:33]=[CH:34][C:35]2[N:39]=[C:38]([C@@H:40]3[CH2:44][CH2:43][CH2:42][NH:41]3)[NH:37][C:36]=2[CH:45]=1)=[O:31])=[N+:27]=[N-:28].Cl.[CH3:47][N:48]([CH3:59])[C@H:49]([C:53]1[CH:58]=[CH:57][CH:56]=[CH:55][CH:54]=1)[C:50](O)=[O:51].CCN(C(C)C)C(C)C. Given the product [N:26]([CH2:29][C:30]([C:32]1[CH:33]=[CH:34][C:35]2[N:39]=[C:38]([C@@H:40]3[CH2:44][CH2:43][CH2:42][N:41]3[C:50](=[O:51])[C@H:49]([N:48]([CH3:47])[CH3:59])[C:53]3[CH:58]=[CH:57][CH:56]=[CH:55][CH:54]=3)[NH:37][C:36]=2[CH:45]=1)=[O:31])=[N+:27]=[N-:28], predict the reactants needed to synthesize it. (3) Given the product [O:7]=[C:4]1[N:3]([CH:11]([CH3:15])[C:12]([OH:14])=[O:13])[CH:2]=[N:1][CH:6]=[CH:5]1, predict the reactants needed to synthesize it. The reactants are: [N:1]1[CH:6]=[CH:5][C:4](=[O:7])[NH:3][CH:2]=1.[OH-].[Na+].Br[C@H:11]([CH3:15])[C:12]([OH:14])=[O:13].Cl.